This data is from Catalyst prediction with 721,799 reactions and 888 catalyst types from USPTO. The task is: Predict which catalyst facilitates the given reaction. (1) Reactant: [CH3:1][O:2][C:3](=[O:27])[C:4]1[C:9]([O:10]C(=O)C)=[C:8]([O:14][CH2:15][C:16]2[CH:21]=[CH:20][CH:19]=[CH:18][CH:17]=2)[C:7]([CH2:22][O:23]C(=O)C)=[N:6][CH:5]=1.[Cl-].[NH4+]. Product: [CH3:1][O:2][C:3](=[O:27])[C:4]1[C:9]([OH:10])=[C:8]([O:14][CH2:15][C:16]2[CH:17]=[CH:18][CH:19]=[CH:20][CH:21]=2)[C:7]([CH2:22][OH:23])=[N:6][CH:5]=1. The catalyst class is: 5. (2) Reactant: [Br:1][C:2]1[CH:9]=[CH:8][C:5]([CH2:6]Br)=[C:4]([F:10])[CH:3]=1.C(=O)([O-])[O-].[K+].[K+].[CH3:17][C@H:18]1[O:23][C@@H:22]([CH3:24])[CH2:21][NH:20][CH2:19]1. Product: [Br:1][C:2]1[CH:9]=[CH:8][C:5]([CH2:6][N:20]2[CH2:19][C@H:18]([CH3:17])[O:23][C@H:22]([CH3:24])[CH2:21]2)=[C:4]([F:10])[CH:3]=1. The catalyst class is: 1. (3) Reactant: O.[CH3:2][S:3]([OH:6])(=[O:5])=[O:4].[CH:7]1([N:10]2[C:19]3[C:14](=[CH:15][CH:16]=[C:17]([C:24]4[CH:25]=[C:26]5[C:30](=[CH:31][CH:32]=4)[C@@H:29]([CH3:33])[NH:28][CH2:27]5)[C:18]=3[O:20][CH:21]([F:23])[F:22])[C:13](=[O:34])[C:12]([C:35]([OH:37])=[O:36])=[CH:11]2)[CH2:9][CH2:8]1. Product: [CH3:2][S:3]([OH:6])(=[O:5])=[O:4].[CH:7]1([N:10]2[C:19]3[C:14](=[CH:15][CH:16]=[C:17]([C:24]4[CH:25]=[C:26]5[C:30](=[CH:31][CH:32]=4)[C@@H:29]([CH3:33])[NH:28][CH2:27]5)[C:18]=3[O:20][CH:21]([F:23])[F:22])[C:13](=[O:34])[C:12]([C:35]([OH:37])=[O:36])=[CH:11]2)[CH2:9][CH2:8]1. The catalyst class is: 8. (4) Reactant: [F:1][C:2]1[C:7]2[N:8]=[CH:9][S:10][C:6]=2[C:5]([O:11]C)=[CH:4][CH:3]=1.[Cl-].[Al+3].[Cl-].[Cl-]. Product: [F:1][C:2]1[C:7]2[N:8]=[CH:9][S:10][C:6]=2[C:5]([OH:11])=[CH:4][CH:3]=1. The catalyst class is: 4. (5) Reactant: [SH:1][C:2]1[N:3]([CH3:7])[CH:4]=[CH:5][N:6]=1.[H-].[Na+].Cl[C:11]1[CH:16]=[CH:15][CH:14]=[C:13]([C:17]#[N:18])[N:12]=1.C(OCC)(=O)C. Product: [C:17]([C:13]1[CH:14]=[CH:15][CH:16]=[C:11]([S:1][C:2]2[N:3]([CH3:7])[CH:4]=[CH:5][N:6]=2)[N:12]=1)#[N:18]. The catalyst class is: 18. (6) Reactant: [F:1][C:2]1[CH:9]=[C:8](Br)[CH:7]=[CH:6][C:3]=1[C:4]#[N:5].[B:11](OC(C)C)([O:16]C(C)C)[O:12]C(C)C.[Li]CCCC.C(Cl)Cl. Product: [F:1][C:2]1[CH:9]=[C:8]([B:11]([OH:16])[OH:12])[CH:7]=[CH:6][C:3]=1[C:4]#[N:5]. The catalyst class is: 182. (7) Reactant: C[O:2][C:3]([C@:5]12[CH2:39][CH2:38][C@@H:37]([C:40]([CH3:42])=[CH2:41])[C@@H:6]1[C@@H:7]1[C@@:20]([CH3:23])([CH2:21][CH2:22]2)[C@@:19]2([CH3:24])[CH:10]([C@:11]3([CH3:36])[C@@H:16]([CH2:17][CH2:18]2)[C:15]([CH3:26])([CH3:25])[C:14]([C:27]2[CH:28]=[C:29]([CH:33]=[CH:34][CH:35]=2)[C:30]([OH:32])=[O:31])=[CH:13][CH2:12]3)[CH2:9][CH2:8]1)=[O:4].[Br-].[Li+]. Product: [C:30]([C:29]1[CH:28]=[C:27]([C:14]2[C:15]([CH3:26])([CH3:25])[C@H:16]3[C@:11]([CH3:36])([CH2:12][CH:13]=2)[CH:10]2[C@:19]([CH3:24])([C@@:20]4([CH3:23])[C@H:7]([CH2:8][CH2:9]2)[C@H:6]2[C@H:37]([C:40]([CH3:42])=[CH2:41])[CH2:38][CH2:39][C@:5]2([C:3]([OH:4])=[O:2])[CH2:22][CH2:21]4)[CH2:18][CH2:17]3)[CH:35]=[CH:34][CH:33]=1)([OH:32])=[O:31]. The catalyst class is: 3.